This data is from Full USPTO retrosynthesis dataset with 1.9M reactions from patents (1976-2016). The task is: Predict the reactants needed to synthesize the given product. (1) Given the product [Br:19][C:1]1[C:6]2[CH2:7][CH2:8][CH2:9][CH2:10][C:11](=[O:12])[C:5]=2[CH:4]=[CH:3][CH:2]=1.[Br:19][C:3]1[CH:2]=[CH:1][C:6]2[CH2:7][CH2:8][CH2:9][CH2:10][C:11](=[O:12])[C:5]=2[CH:4]=1, predict the reactants needed to synthesize it. The reactants are: [CH:1]1[C:6]2[CH2:7][CH2:8][CH2:9][CH2:10][C:11](=[O:12])[C:5]=2[CH:4]=[CH:3][CH:2]=1.[Al+3].[Cl-].[Cl-].[Cl-].N#N.[Br:19]Br. (2) Given the product [C:16]1([C:2]2[CH:15]=[CH:14][C:5]3[S:6][C:7]4[CH:12]=[CH:11][C:10]([C:32]5[CH:31]=[CH:4][CH:3]=[CH:2][CH:15]=5)=[CH:9][C:8]=4[C:4]=3[CH:3]=2)[CH:21]=[CH:20][CH:19]=[CH:18][CH:17]=1, predict the reactants needed to synthesize it. The reactants are: Br[C:2]1[CH:15]=[CH:14][C:5]2[S:6][C:7]3[CH:12]=[CH:11][C:10](Br)=[CH:9][C:8]=3[C:4]=2[CH:3]=1.[C:16]1(B(O)O)[CH:21]=[CH:20][CH:19]=[CH:18][CH:17]=1.C(=O)([O-])[O-].[K+].[K+].[CH2:31](O)[CH3:32]. (3) Given the product [C:1]([O:5][C:6](=[O:36])[NH:7][CH2:8][CH2:9][CH2:10][N:11]([CH:12]([C:15]1[N:16]([CH2:29][C:30]2[CH:35]=[CH:34][CH:33]=[CH:32][CH:31]=2)[C:17](=[O:28])[C:18]2[C:23]([C:24]([F:26])([F:25])[F:27])=[N:22][O:21][C:19]=2[N:20]=1)[CH2:13][CH3:14])[C:42](=[O:43])[C:41]1[CH:45]=[CH:46][C:38]([CH3:37])=[CH:39][CH:40]=1)([CH3:2])([CH3:3])[CH3:4], predict the reactants needed to synthesize it. The reactants are: [C:1]([O:5][C:6](=[O:36])[NH:7][CH2:8][CH2:9][CH2:10][NH:11][CH:12]([C:15]1[N:16]([CH2:29][C:30]2[CH:35]=[CH:34][CH:33]=[CH:32][CH:31]=2)[C:17](=[O:28])[C:18]2[C:23]([C:24]([F:27])([F:26])[F:25])=[N:22][O:21][C:19]=2[N:20]=1)[CH2:13][CH3:14])([CH3:4])([CH3:3])[CH3:2].[CH3:37][C:38]1[CH:46]=[CH:45][C:41]([C:42](Cl)=[O:43])=[CH:40][CH:39]=1.CCN(CC)CC. (4) Given the product [Cl:12][C:10]1[CH:11]=[C:6]([CH2:5][C:4]([OH:3])=[O:29])[CH:7]=[C:8]([C:13]2[CH:18]=[CH:17][C:16]([S:31][CH3:30])=[CH:15][C:14]=2[CH2:20][N:21]([C:24]([CH:26]2[CH2:28][CH2:27]2)=[O:25])[CH2:22][CH3:23])[CH:9]=1, predict the reactants needed to synthesize it. The reactants are: C([O:3][C:4](=[O:29])[CH2:5][C:6]1[CH:7]=[C:8]([C:13]2[CH:18]=[CH:17][C:16](F)=[CH:15][C:14]=2[CH2:20][N:21]([C:24]([CH:26]2[CH2:28][CH2:27]2)=[O:25])[CH2:22][CH3:23])[CH:9]=[C:10]([Cl:12])[CH:11]=1)C.[CH3:30][S-:31].[Na+].[F-].Cl. (5) Given the product [CH2:74]([O:76][C:77]([N:79]1[CH2:80][CH2:81][N:82]([C:31](=[O:32])[C@@H:30]([NH:29][C:27]([C:18]2[CH:17]=[C:16]([O:15][CH2:14][C:13]([N:9]3[CH2:10][CH2:11][CH2:12][C@H:8]3[C:6](=[O:7])[NH:5][CH:1]3[CH2:2][CH2:3][CH2:4]3)=[O:40])[N:20]([C:21]3[CH:22]=[CH:23][CH:24]=[CH:25][CH:26]=3)[N:19]=2)=[O:28])[CH:34]2[CH2:39][CH2:38][CH2:37][CH2:36][CH2:35]2)[CH2:83][CH2:84]1)=[O:78])[CH3:75], predict the reactants needed to synthesize it. The reactants are: [CH:1]1([NH:5][C:6]([C@@H:8]2[CH2:12][CH2:11][CH2:10][N:9]2[C:13](=[O:40])[CH2:14][O:15][C:16]2[N:20]([C:21]3[CH:26]=[CH:25][CH:24]=[CH:23][CH:22]=3)[N:19]=[C:18]([C:27]([NH:29][C@@H:30]([CH:34]3[CH2:39][CH2:38][CH2:37][CH2:36][CH2:35]3)[C:31](O)=[O:32])=[O:28])[CH:17]=2)=[O:7])[CH2:4][CH2:3][CH2:2]1.CN(C(ON1N=NC2C=CC=NC1=2)=[N+](C)C)C.F[P-](F)(F)(F)(F)F.CCN(C(C)C)C(C)C.[CH2:74]([O:76][C:77]([N:79]1[CH2:84][CH2:83][NH:82][CH2:81][CH2:80]1)=[O:78])[CH3:75]. (6) Given the product [N:1]1([C:7]([N:9]2[CH2:14][CH:13]([C:15]3[CH:16]=[CH:17][C:18]([O:21][C:22]([F:23])([F:24])[F:25])=[CH:19][CH:20]=3)[CH2:12][CH:11]([C:26]3[O:28][N:35]=[C:31]([CH:32]([CH3:34])[CH3:33])[N:30]=3)[CH2:10]2)=[O:8])[CH2:2][CH2:3][O:4][CH2:5][CH2:6]1, predict the reactants needed to synthesize it. The reactants are: [N:1]1([C:7]([N:9]2[CH2:14][CH:13]([C:15]3[CH:20]=[CH:19][C:18]([O:21][C:22]([F:25])([F:24])[F:23])=[CH:17][CH:16]=3)[CH2:12][CH:11]([C:26]([OH:28])=O)[CH2:10]2)=[O:8])[CH2:6][CH2:5][O:4][CH2:3][CH2:2]1.O[N:30]=[C:31]([NH2:35])[CH:32]([CH3:34])[CH3:33].